From a dataset of Full USPTO retrosynthesis dataset with 1.9M reactions from patents (1976-2016). Predict the reactants needed to synthesize the given product. (1) Given the product [CH2:23]([N:24]1[CH2:9][CH2:8][O:7][CH2:6][CH2:5][O:4][CH2:3][CH2:2]1)[C:17]1[CH:22]=[CH:21][CH:20]=[CH:19][CH:18]=1, predict the reactants needed to synthesize it. The reactants are: I[CH2:2][CH2:3][O:4][CH2:5][CH2:6][O:7][CH2:8][CH2:9]I.C([O-])([O-])=O.[Na+].[Na+].[C:17]1([CH2:23][NH2:24])[CH:22]=[CH:21][CH:20]=[CH:19][CH:18]=1. (2) Given the product [Br:1][C:2]1[CH:3]=[C:4]([CH:5]=[CH:6][C:7]=1[F:8])[C:9]([CH:11]1[NH:16][CH2:15][CH2:14][CH:13]=[N:12]1)=[O:10], predict the reactants needed to synthesize it. The reactants are: [Br:1][C:2]1[CH:3]=[C:4]([CH:9]([CH:11]2[NH:16][CH2:15][CH:14]=[CH:13][NH:12]2)[OH:10])[CH:5]=[CH:6][C:7]=1[F:8]. (3) Given the product [C:1]([C:5]1[CH:23]=[CH:22][C:8]2[N:9]=[C:10]([C:12]3[C:17]([CH2:18][OH:19])=[C:16]([Cl:20])[CH:15]=[CH:14][N:13]=3)[N:11]([CH3:24])[C:7]=2[CH:6]=1)([CH3:2])([CH3:3])[CH3:4].[C:46]([C:44]1[CH:43]=[CH:42][C:39]2[N:40]([CH3:41])[C:36]([C:30]3[C:29]([CH2:28][OH:27])=[C:34]([Cl:35])[CH:33]=[CH:32][N:31]=3)=[N:37][C:38]=2[CH:45]=1)([CH3:49])([CH3:47])[CH3:48], predict the reactants needed to synthesize it. The reactants are: [C:1]([C:5]1[CH:23]=[CH:22][C:8]2[N:9](C)[C:10]([C:12]3[C:17]([CH2:18][OH:19])=[C:16]([Cl:20])[CH:15]=[CH:14][N:13]=3)=[N:11][C:7]=2[CH:6]=1)([CH3:4])([CH3:3])[CH3:2].[C:24]([O:27][CH2:28][C:29]1[C:30]([C:36]2[N:40]([CH3:41])[C:39]3[CH:42]=[CH:43][C:44]([C:46]([CH3:49])([CH3:48])[CH3:47])=[CH:45][C:38]=3[N:37]=2)=[N:31][CH:32]=[CH:33][C:34]=1[Cl:35])(=O)C.[OH-].[Na+].